Dataset: Experimentally validated miRNA-target interactions with 360,000+ pairs, plus equal number of negative samples. Task: Binary Classification. Given a miRNA mature sequence and a target amino acid sequence, predict their likelihood of interaction. (1) The miRNA is cel-miR-73-3p with sequence UGGCAAGAUGUAGGCAGUUCAGU. The protein sequence of the target gene is MDDLDALLADLESTTSHISKRPVFLSEETPYSYPTGNHTYQEIAVPPPVPPPPSSEALNGTILDPLDQWQPSSSRFIHQQPQSSSPVYGSSAKTSSVSNPQDSVGSPCSRVGEEEHVYSFPNKQKSAEPSPTVMSTSLGSNLSELDRLLLELNAVQHNPPGFPADEANSSPPLPGALSPLYGVPETNSPLGGKAGPLTKEKPKRNGGRGLEDVRPSVESLLDELESSVPSPVPAITVNQGEMSSPQRVTSTQQQTRISASSATRELDELMASLSDFKIQGLEQRADGERCWAAGWPRDGG.... Result: 0 (no interaction). (2) The miRNA is hsa-miR-210-3p with sequence CUGUGCGUGUGACAGCGGCUGA. The protein sequence of the target gene is MQMVPSLPPASECAGEEKRVGTRTVFVGNHPVSETEAYIAQRFCDNRIVSSKYTLWNFLPKNLFEQFRRIANFYFLIIFLVQVTVDTPTSPVTSGLPLFFVITVTAIKQGYEDCLRHRADNEVNKSTVYIIENAKRVRKESEKIKVGDVVEVQADETFPCDLILLSSCTTDGTCYVTTASLDGESNCKTHYAVRDTIALCTAESIDTLRAAIECEQPQPDLYKFVGRINIYSNSLEAVARSLGPENLLLKGATLKNTEKIYGVAVYTGMETKMALNYQGKSQKRSAVEKSINAFLIVYLF.... Result: 1 (interaction). (3) The miRNA is hsa-miR-335-5p with sequence UCAAGAGCAAUAACGAAAAAUGU. The protein sequence of the target gene is MRTAPSLRRCVCLLLAAILDLARGYLTVNIEPLPPVVAGDAVTLKCNFKTDGRMREIVWYRVTDGGTIKQKIFTFDAMFSTNYSHMENYRKREDLVYQSTVRLPEVRISDNGPYECHVGIYDRATREKVVLASGNIFLNVMAPPTSIEVVAADTPAPFSRYQAQNFTLVCIVSGGKPAPMVYFKRDGEPIDAVPLSEPPAASSGPLQDSRPFRSLLHRDLDDTKMQKSLSLLDAENRGGRPYTERPSRGLTPDPNILLQPTTENIPETVVSREFPRWVHSAEPTYFLRHSRTPSSDGTVE.... Result: 1 (interaction).